Dataset: NCI-60 drug combinations with 297,098 pairs across 59 cell lines. Task: Regression. Given two drug SMILES strings and cell line genomic features, predict the synergy score measuring deviation from expected non-interaction effect. (1) Drug 1: C1CN1P(=S)(N2CC2)N3CC3. Drug 2: CN1C(=O)N2C=NC(=C2N=N1)C(=O)N. Cell line: SNB-19. Synergy scores: CSS=6.32, Synergy_ZIP=-1.22, Synergy_Bliss=8.10, Synergy_Loewe=-2.22, Synergy_HSA=2.24. (2) Drug 1: CS(=O)(=O)C1=CC(=C(C=C1)C(=O)NC2=CC(=C(C=C2)Cl)C3=CC=CC=N3)Cl. Drug 2: CC1C(C(=O)NC(C(=O)N2CCCC2C(=O)N(CC(=O)N(C(C(=O)O1)C(C)C)C)C)C(C)C)NC(=O)C3=C4C(=C(C=C3)C)OC5=C(C(=O)C(=C(C5=N4)C(=O)NC6C(OC(=O)C(N(C(=O)CN(C(=O)C7CCCN7C(=O)C(NC6=O)C(C)C)C)C)C(C)C)C)N)C. Cell line: NCI-H226. Synergy scores: CSS=7.90, Synergy_ZIP=14.1, Synergy_Bliss=13.8, Synergy_Loewe=13.5, Synergy_HSA=13.1. (3) Drug 1: CCC(=C(C1=CC=CC=C1)C2=CC=C(C=C2)OCCN(C)C)C3=CC=CC=C3.C(C(=O)O)C(CC(=O)O)(C(=O)O)O. Drug 2: CC1=C(C(=O)C2=C(C1=O)N3CC4C(C3(C2COC(=O)N)OC)N4)N. Cell line: NCI-H226. Synergy scores: CSS=7.19, Synergy_ZIP=-1.50, Synergy_Bliss=1.51, Synergy_Loewe=-6.76, Synergy_HSA=-2.84. (4) Drug 1: CC1=C2C(C(=O)C3(C(CC4C(C3C(C(C2(C)C)(CC1OC(=O)C(C(C5=CC=CC=C5)NC(=O)OC(C)(C)C)O)O)OC(=O)C6=CC=CC=C6)(CO4)OC(=O)C)OC)C)OC. Drug 2: CN(C)C1=NC(=NC(=N1)N(C)C)N(C)C. Cell line: NCI-H322M. Synergy scores: CSS=47.1, Synergy_ZIP=14.6, Synergy_Bliss=15.1, Synergy_Loewe=-58.7, Synergy_HSA=13.5. (5) Drug 1: CC1=C2C(C(=O)C3(C(CC4C(C3C(C(C2(C)C)(CC1OC(=O)C(C(C5=CC=CC=C5)NC(=O)OC(C)(C)C)O)O)OC(=O)C6=CC=CC=C6)(CO4)OC(=O)C)O)C)O. Drug 2: CN(CC1=CN=C2C(=N1)C(=NC(=N2)N)N)C3=CC=C(C=C3)C(=O)NC(CCC(=O)O)C(=O)O. Cell line: SK-OV-3. Synergy scores: CSS=35.4, Synergy_ZIP=-4.75, Synergy_Bliss=-2.95, Synergy_Loewe=-11.0, Synergy_HSA=-4.46.